Dataset: Peptide-MHC class II binding affinity with 134,281 pairs from IEDB. Task: Regression. Given a peptide amino acid sequence and an MHC pseudo amino acid sequence, predict their binding affinity value. This is MHC class II binding data. The peptide sequence is HRLMSAAVKDERAVH. The MHC is DRB5_0101 with pseudo-sequence DRB5_0101. The binding affinity (normalized) is 0.565.